Dataset: Forward reaction prediction with 1.9M reactions from USPTO patents (1976-2016). Task: Predict the product of the given reaction. (1) Given the reactants [F:1][C:2]1[CH:7]=[C:6](B2OC(C)(C)C(C)(C)O2)[CH:5]=[CH:4][C:3]=1[C:17]1[N:18]=[CH:19][C:20]([NH2:23])=[N:21][CH:22]=1.Br[C:25]1[CH:30]=[CH:29][CH:28]=[CH:27][C:26]=1[OH:31], predict the reaction product. The product is: [NH2:23][C:20]1[N:21]=[CH:22][C:17]([C:3]2[CH:4]=[CH:5][C:6]([C:25]3[C:26]([OH:31])=[CH:27][CH:28]=[CH:29][CH:30]=3)=[CH:7][C:2]=2[F:1])=[N:18][CH:19]=1. (2) Given the reactants [CH3:1][C:2]1[CH:3]=[CH:4][C:5]([O:15][CH2:16][C:17]2[CH:22]=[CH:21][C:20]([F:23])=[CH:19][CH:18]=2)=[C:6]([C:8](=O)[CH2:9][CH2:10][C:11](=O)[CH3:12])[CH:7]=1.[CH3:24][O:25][C:26](=[O:35])[C:27]1[CH:32]=[C:31]([NH2:33])[CH:30]=[C:29]([NH2:34])[CH:28]=1.CC1C=CC(S(O)(=O)=O)=CC=1, predict the reaction product. The product is: [CH3:24][O:25][C:26](=[O:35])[C:27]1[CH:28]=[C:29]([NH2:34])[CH:30]=[C:31]([N:33]2[C:11]([CH3:12])=[CH:10][CH:9]=[C:8]2[C:6]2[CH:7]=[C:2]([CH3:1])[CH:3]=[CH:4][C:5]=2[O:15][CH2:16][C:17]2[CH:22]=[CH:21][C:20]([F:23])=[CH:19][CH:18]=2)[CH:32]=1. (3) Given the reactants C([N:4]([CH2:20][CH:21](OCC)OCC)[C:5]([C:11]1[CH:16]=[C:15]([Cl:17])[CH:14]=[CH:13][C:12]=1[CH2:18][CH3:19])=[CH:6][C:7]([O:9][CH3:10])=[O:8])(=O)C.[Cl-].[Mg+2].[Cl-], predict the reaction product. The product is: [Cl:17][C:15]1[CH:14]=[CH:13][C:12]([CH2:18][CH3:19])=[C:11]([C:5]2[NH:4][CH:20]=[CH:21][C:6]=2[C:7]([O:9][CH3:10])=[O:8])[CH:16]=1. (4) Given the reactants [F:1][C:2]1[N:10]=[C:9]([F:11])[CH:8]=[CH:7][C:3]=1[C:4]([OH:6])=O.[S:12]1[CH:16]=[CH:15][CH:14]=[C:13]1[CH2:17][NH2:18].CCCCCC.CC(=O)OCC, predict the reaction product. The product is: [F:1][C:2]1[N:10]=[C:9]([F:11])[CH:8]=[CH:7][C:3]=1[C:4]([NH:18][CH2:17][C:13]1[S:12][CH:16]=[CH:15][CH:14]=1)=[O:6]. (5) Given the reactants [CH2:1]([NH:3][C:4](=[O:24])[NH:5][C:6]1[N:23]=[C:9]2[CH:10]=[C:11]([C:17]3[CH:18]=[N:19][CH:20]=[CH:21][CH:22]=3)[CH:12]=[C:13]([C:14](=[S:16])[NH2:15])[N:8]2[N:7]=1)[CH3:2].Br[CH2:26][C:27](=O)[CH2:28][CH3:29], predict the reaction product. The product is: [CH2:1]([NH:3][C:4]([NH:5][C:6]1[N:23]=[C:9]2[CH:10]=[C:11]([C:17]3[CH:18]=[N:19][CH:20]=[CH:21][CH:22]=3)[CH:12]=[C:13]([C:14]3[S:16][CH:26]=[C:27]([CH2:28][CH3:29])[N:15]=3)[N:8]2[N:7]=1)=[O:24])[CH3:2].